This data is from NCI-60 drug combinations with 297,098 pairs across 59 cell lines. The task is: Regression. Given two drug SMILES strings and cell line genomic features, predict the synergy score measuring deviation from expected non-interaction effect. Drug 2: CC1C(C(CC(O1)OC2CC(CC3=C2C(=C4C(=C3O)C(=O)C5=C(C4=O)C(=CC=C5)OC)O)(C(=O)CO)O)N)O.Cl. Synergy scores: CSS=27.4, Synergy_ZIP=-2.36, Synergy_Bliss=-1.40, Synergy_Loewe=-43.1, Synergy_HSA=-3.37. Drug 1: CCCCCOC(=O)NC1=NC(=O)N(C=C1F)C2C(C(C(O2)C)O)O. Cell line: SN12C.